Dataset: TCR-epitope binding with 47,182 pairs between 192 epitopes and 23,139 TCRs. Task: Binary Classification. Given a T-cell receptor sequence (or CDR3 region) and an epitope sequence, predict whether binding occurs between them. (1) The epitope is IPSINVHHY. The TCR CDR3 sequence is CASSSGTGPNEKLFF. Result: 1 (the TCR binds to the epitope). (2) The epitope is KTWGQYWQV. The TCR CDR3 sequence is CASSEGSHSNQPQHF. Result: 0 (the TCR does not bind to the epitope). (3) The epitope is TFYLTNDVSFL. The TCR CDR3 sequence is CASSPSGSAYEQYF. Result: 0 (the TCR does not bind to the epitope). (4) The epitope is KTWGQYWQV. The TCR CDR3 sequence is CSYSAGEDQPQHF. Result: 0 (the TCR does not bind to the epitope). (5) The TCR CDR3 sequence is CASSLGGYGYTF. Result: 1 (the TCR binds to the epitope). The epitope is DATYQRTRALVR.